From a dataset of Catalyst prediction with 721,799 reactions and 888 catalyst types from USPTO. Predict which catalyst facilitates the given reaction. (1) Reactant: [NH2:1][C:2]1[C:3]2[C:10]([I:11])=[CH:9][N:8]([C@@H:12]3[CH2:15][C@H:14]([CH2:16][OH:17])[CH2:13]3)[C:4]=2[N:5]=[CH:6][N:7]=1.N1C=CC=CC=1.[O:24](S(C1C=CC(C)=CC=1)(=O)=O)[S:25]([C:28]1[CH:34]=[CH:33][C:31]([CH3:32])=[CH:30][CH:29]=1)(=O)=[O:26].C([O-])(O)=O.[Na+]. Product: [NH2:1][C:2]1[C:3]2[C:10]([I:11])=[CH:9][N:8]([C@@H:12]3[CH2:13][C@H:14]([CH2:16][O:17][S:25]([C:28]4[CH:34]=[CH:33][C:31]([CH3:32])=[CH:30][CH:29]=4)(=[O:26])=[O:24])[CH2:15]3)[C:4]=2[N:5]=[CH:6][N:7]=1. The catalyst class is: 2. (2) Reactant: [H-].[H-].[H-].[H-].[Li+].[Al+3].[C:7]1(/[CH:13]=[CH:14]/[CH2:15][C:16](OC)=[O:17])[CH:12]=[CH:11][CH:10]=[CH:9][CH:8]=1.O.[OH-].[K+]. Product: [C:7]1(/[CH:13]=[CH:14]/[CH2:15][CH2:16][OH:17])[CH:12]=[CH:11][CH:10]=[CH:9][CH:8]=1. The catalyst class is: 28. (3) Product: [NH2:11][C:9]1[CH:8]=[CH:7][C:4]([C:5]#[N:6])=[C:3]([O:2][CH3:1])[CH:10]=1. Reactant: [CH3:1][O:2][C:3]1[CH:10]=[C:9]([N+:11]([O-])=O)[CH:8]=[CH:7][C:4]=1[C:5]#[N:6].Cl.C(=O)([O-])O.[Na+]. The catalyst class is: 186. (4) Reactant: Cl[CH2:2][CH2:3][CH2:4]/[C:5](=[N:14]\[S@:15]([C:17]([CH3:20])([CH3:19])[CH3:18])=[O:16])/[C:6]1[CH:11]=[CH:10][CH:9]=[C:8]([O:12][CH3:13])[CH:7]=1.CC(C[AlH]CC(C)C)C.[Li+].C[Si]([N-][Si](C)(C)C)(C)C. Product: [CH3:18][C:17]([S@@:15]([N:14]1[CH2:2][CH2:3][CH2:4][C@H:5]1[C:6]1[CH:11]=[CH:10][CH:9]=[C:8]([O:12][CH3:13])[CH:7]=1)=[O:16])([CH3:20])[CH3:19]. The catalyst class is: 5. (5) Reactant: [Cl:1][C:2]1[CH:7]=[CH:6][C:5]([C:8]2([C:11]([OH:13])=O)[CH2:10][CH2:9]2)=[CH:4][CH:3]=1.C(Cl)CCl.C1C=CC2N(O)N=NC=2C=1.C(N(CC)CC)C.[Cl:35][C:36]1[CH:41]=[CH:40][CH:39]=[CH:38][C:37]=1[S:42]([C@H:45]1[CH2:49][NH:48][C@H:47]([C:50]([O:52][CH3:53])=[O:51])[CH2:46]1)(=[O:44])=[O:43].Cl. Product: [Cl:1][C:2]1[CH:3]=[CH:4][C:5]([C:8]2([C:11]([N:48]3[CH2:49][C@H:45]([S:42]([C:37]4[CH:38]=[CH:39][CH:40]=[CH:41][C:36]=4[Cl:35])(=[O:44])=[O:43])[CH2:46][C@H:47]3[C:50]([O:52][CH3:53])=[O:51])=[O:13])[CH2:9][CH2:10]2)=[CH:6][CH:7]=1. The catalyst class is: 7. (6) Reactant: C([O:3][C:4]([C:6]1([C:9]2[CH:14]=[CH:13][C:12]([C:15]3[CH:20]=[CH:19][C:18]([C:21]4[S:22][C:23]([F:38])=[CH:24][C:25]=4[NH:26][C:27]([O:29][CH:30]([C:32]4[C:36]([Cl:37])=[CH:35][S:34][CH:33]=4)[CH3:31])=[O:28])=[CH:17][C:16]=3[O:39][CH3:40])=[CH:11][CH:10]=2)[CH2:8][CH2:7]1)=[O:5])C.[OH-].[Na+].Cl. Product: [Cl:37][C:36]1[C:32]([CH:30]([O:29][C:27]([NH:26][C:25]2[CH:24]=[C:23]([F:38])[S:22][C:21]=2[C:18]2[CH:19]=[CH:20][C:15]([C:12]3[CH:13]=[CH:14][C:9]([C:6]4([C:4]([OH:5])=[O:3])[CH2:8][CH2:7]4)=[CH:10][CH:11]=3)=[C:16]([O:39][CH3:40])[CH:17]=2)=[O:28])[CH3:31])=[CH:33][S:34][CH:35]=1. The catalyst class is: 32. (7) Reactant: [F:1][C:2]1[CH:7]=[CH:6][C:5]([N:8]2[C:12]3[CH:13]=[C:14]4[C@:19]([C:21](Cl)=[O:22])([CH2:20][C:11]=3[CH:10]=[N:9]2)[CH2:18][N:17]([S:24]([C:27]2[CH:28]=[N:29][C:30]([N:33]3[CH2:38][CH2:37][O:36][CH2:35][CH2:34]3)=[CH:31][CH:32]=2)(=[O:26])=[O:25])[CH2:16][CH2:15]4)=[CH:4][CH:3]=1.[CH2:39]([OH:41])[CH3:40].C(N(CC)CC)C. Product: [CH2:39]([O:41][C:21]([C@@:19]12[CH2:18][N:17]([S:24]([C:27]3[CH:28]=[N:29][C:30]([N:33]4[CH2:38][CH2:37][O:36][CH2:35][CH2:34]4)=[CH:31][CH:32]=3)(=[O:26])=[O:25])[CH2:16][CH2:15][C:14]1=[CH:13][C:12]1[N:8]([C:5]3[CH:4]=[CH:3][C:2]([F:1])=[CH:7][CH:6]=3)[N:9]=[CH:10][C:11]=1[CH2:20]2)=[O:22])[CH3:40]. The catalyst class is: 4. (8) Product: [C:8]([C:3]1([CH3:2])[CH2:4][CH2:5][CH2:6][NH:15]1)#[N:9].[CH3:6][C:5]1[CH2:4][CH2:3][CH2:2][N:9]=1. The catalyst class is: 16. Reactant: Cl[CH2:2][CH2:3][CH2:4][C:5](=O)[CH3:6].[C-:8]#[N:9].[Na+].C([O-])(=O)C.[NH4+:15].O.